From a dataset of Forward reaction prediction with 1.9M reactions from USPTO patents (1976-2016). Predict the product of the given reaction. (1) Given the reactants [C:1]([C:4]1[CH:30]=[CH:29][C:7]([O:8][CH2:9][C:10]2[CH:15]=[CH:14][C:13]([CH:16]3[CH2:21][CH2:20][N:19]([C:22]([O:24][C:25]([CH3:28])([CH3:27])[CH3:26])=[O:23])[CH2:18][CH2:17]3)=[CH:12][N:11]=2)=[CH:6][C:5]=1[F:31])(O)=[O:2].O.ON1C2C=CC=CC=2N=N1.Cl.CN(C)CCCN=C=NCC.[NH2:55][C@@H:56]([CH3:59])[CH2:57][OH:58].C(=O)([O-])O.[Na+], predict the reaction product. The product is: [F:31][C:5]1[CH:6]=[C:7]([CH:29]=[CH:30][C:4]=1[C:1](=[O:2])[NH:55][C@H:56]([CH3:59])[CH2:57][OH:58])[O:8][CH2:9][C:10]1[CH:15]=[CH:14][C:13]([CH:16]2[CH2:21][CH2:20][N:19]([C:22]([O:24][C:25]([CH3:26])([CH3:27])[CH3:28])=[O:23])[CH2:18][CH2:17]2)=[CH:12][N:11]=1. (2) Given the reactants [N:1]([C:4]1[CH:5]=[C:6]([CH:27]=[CH:28][C:29]=1[CH3:30])[C:7]([NH:9][C:10]1[CH:15]=[C:14]([C:16]([CH3:19])([CH3:18])[CH3:17])[CH:13]=[C:12]([NH:20][S:21]([CH3:24])(=[O:23])=[O:22])[C:11]=1[O:25][CH3:26])=[O:8])=[N+:2]=[N-:3].[C:31]([S:35][C:36]1[N:37]([CH3:43])[C:38]([C:41]#[CH:42])=[CH:39][N:40]=1)([CH3:34])([CH3:33])[CH3:32], predict the reaction product. The product is: [C:16]([C:14]1[CH:13]=[C:12]([NH:20][S:21]([CH3:24])(=[O:22])=[O:23])[C:11]([O:25][CH3:26])=[C:10]([NH:9][C:7](=[O:8])[C:6]2[CH:27]=[CH:28][C:29]([CH3:30])=[C:4]([N:1]3[CH:42]=[C:41]([C:38]4[N:37]([CH3:43])[C:36]([S:35][C:31]([CH3:33])([CH3:32])[CH3:34])=[N:40][CH:39]=4)[N:3]=[N:2]3)[CH:5]=2)[CH:15]=1)([CH3:18])([CH3:19])[CH3:17]. (3) Given the reactants [Cl:1][C:2]1[CH:20]=[C:19]([N+:21]([O-:23])=[O:22])[CH:18]=[C:17]([Cl:24])[C:3]=1[O:4][C:5]1[CH:6]=[CH:7][C:8]([O:15][CH3:16])=[C:9]([S:11](Cl)(=[O:13])=[O:12])[CH:10]=1.S([O-])([O-])=O.[Na+].[Na+].C(=O)(O)[O-].[Na+].Cl, predict the reaction product. The product is: [Cl:1][C:2]1[CH:20]=[C:19]([N+:21]([O-:23])=[O:22])[CH:18]=[C:17]([Cl:24])[C:3]=1[O:4][C:5]1[CH:6]=[CH:7][C:8]([O:15][CH3:16])=[C:9]([S:11]([OH:13])=[O:12])[CH:10]=1.